From a dataset of Peptide-MHC class I binding affinity with 185,985 pairs from IEDB/IMGT. Regression. Given a peptide amino acid sequence and an MHC pseudo amino acid sequence, predict their binding affinity value. This is MHC class I binding data. (1) The peptide sequence is IPSINVHHY. The MHC is HLA-A03:01 with pseudo-sequence HLA-A03:01. The binding affinity (normalized) is 0.0847. (2) The peptide sequence is RPDTRHLRVL. The MHC is HLA-A02:06 with pseudo-sequence HLA-A02:06. The binding affinity (normalized) is 0. (3) The peptide sequence is RLAKLTEAI. The MHC is HLA-B08:01 with pseudo-sequence HLA-B08:01. The binding affinity (normalized) is 0.0620. (4) The peptide sequence is AQQFANVISK. The MHC is HLA-A68:01 with pseudo-sequence HLA-A68:01. The binding affinity (normalized) is 0.0964. (5) The peptide sequence is TSNPKTPKY. The MHC is HLA-A26:01 with pseudo-sequence HLA-A26:01. The binding affinity (normalized) is 0.